This data is from Forward reaction prediction with 1.9M reactions from USPTO patents (1976-2016). The task is: Predict the product of the given reaction. (1) Given the reactants Cl.[CH2:2]([C:6]1[CH:11]=[CH:10][C:9]([C:12]#[C:13][C:14]2[CH:34]=[CH:33][C:17]([CH2:18][NH:19][C:20]3[CH:32]=[CH:31][C:23]4[O:24][C:25]([CH3:30])([CH3:29])[O:26][C:27](=[O:28])[C:22]=4[CH:21]=3)=[CH:16][CH:15]=2)=[CH:8][CH:7]=1)[CH2:3][CH2:4][CH3:5].Cl[C:36](=[O:47])[CH2:37][CH2:38][CH2:39][CH2:40][CH2:41][CH2:42][C:43]([O:45][CH3:46])=[O:44], predict the reaction product. The product is: [CH2:2]([C:6]1[CH:7]=[CH:8][C:9]([C:12]#[C:13][C:14]2[CH:34]=[CH:33][C:17]([CH2:18][N:19]([C:20]3[CH:32]=[CH:31][C:23]4[O:24][C:25]([CH3:30])([CH3:29])[O:26][C:27](=[O:28])[C:22]=4[CH:21]=3)[C:36](=[O:47])[CH2:37][CH2:38][CH2:39][CH2:40][CH2:41][CH2:42][C:43]([O:45][CH3:46])=[O:44])=[CH:16][CH:15]=2)=[CH:10][CH:11]=1)[CH2:3][CH2:4][CH3:5]. (2) Given the reactants [F:1][C:2]1[CH:7]=[CH:6][C:5]([C:8]2[N:9]=[C:10]3[CH:15]=[N:14][CH:13]=[CH:12][N:11]3[C:16]=2[C:17]2[CH:22]=[CH:21][N:20]=[C:19]([NH:23][CH:24]3[CH2:29][CH2:28][NH:27][CH2:26][CH2:25]3)[N:18]=2)=[CH:4][CH:3]=1.CCN(C(C)C)C(C)C.[CH3:39][S:40](Cl)(=[O:42])=[O:41].C([O-])(O)=O.[Na+], predict the reaction product. The product is: [F:1][C:2]1[CH:7]=[CH:6][C:5]([C:8]2[N:9]=[C:10]3[CH:15]=[N:14][CH:13]=[CH:12][N:11]3[C:16]=2[C:17]2[CH:22]=[CH:21][N:20]=[C:19]([NH:23][CH:24]3[CH2:29][CH2:28][N:27]([S:40]([CH3:39])(=[O:42])=[O:41])[CH2:26][CH2:25]3)[N:18]=2)=[CH:4][CH:3]=1. (3) Given the reactants [OH:1][C:2]1[CH:3]=[C:4]([C:8]2[N:9]=[C:10]([N:27]3[CH2:32][CH2:31][O:30][CH2:29][CH2:28]3)[C:11]3[N:16]=[N:15][N:14]([CH2:17][C:18]4[CH:26]=[CH:25][C:21]([C:22]([OH:24])=O)=[CH:20][CH:19]=4)[C:12]=3[N:13]=2)[CH:5]=[CH:6][CH:7]=1.C(Cl)(=O)C(Cl)=O.[CH2:39]([N:41](CC)CC)C.CN, predict the reaction product. The product is: [OH:1][C:2]1[CH:3]=[C:4]([C:8]2[N:9]=[C:10]([N:27]3[CH2:32][CH2:31][O:30][CH2:29][CH2:28]3)[C:11]3[N:16]=[N:15][N:14]([CH2:17][C:18]4[CH:19]=[CH:20][C:21]([C:22]([NH:41][CH3:39])=[O:24])=[CH:25][CH:26]=4)[C:12]=3[N:13]=2)[CH:5]=[CH:6][CH:7]=1. (4) Given the reactants [C:1](#[N:5])[CH2:2][C:3]#[N:4].[H-].[Na+].[CH2:8]([O:15][CH2:16][C:17](Cl)=[O:18])[C:9]1[CH:14]=[CH:13][CH:12]=[CH:11][CH:10]=1.Cl, predict the reaction product. The product is: [CH2:8]([O:15][CH2:16][C:17]([CH:2]([C:1]#[N:5])[C:3]#[N:4])=[O:18])[C:9]1[CH:14]=[CH:13][CH:12]=[CH:11][CH:10]=1. (5) Given the reactants ClC1C=[C:4]([CH3:8])[N:5]=[N:6]C=1.[C:9]([N:16]1CCC(N)C[CH2:17]1)([O:11][C:12]([CH3:15])([CH3:14])[CH3:13])=[O:10].[CH3:23][CH2:24][N:25]([CH:29]([CH3:31])[CH3:30])[CH:26]([CH3:28])C, predict the reaction product. The product is: [CH3:8][C:4]1[N:5]=[N:6][CH:30]=[C:29]([N:25]2[CH2:24][CH2:23][CH:17]([NH:16][C:9](=[O:10])[O:11][C:12]([CH3:15])([CH3:14])[CH3:13])[CH2:28][CH2:26]2)[CH:31]=1. (6) Given the reactants [CH3:1][O:2][C:3]([C:5]1([OH:8])[CH2:7][CH2:6]1)=[O:4].[O:9]1[CH:14]=[CH:13][CH2:12][CH2:11][CH2:10]1.[NH+]1C=CC=CC=1.C1(C)C=CC(S(O)(=O)=O)=CC=1, predict the reaction product. The product is: [CH3:1][O:2][C:3]([C:5]1([O:8][CH:10]2[CH2:11][CH2:12][CH2:13][CH2:14][O:9]2)[CH2:7][CH2:6]1)=[O:4].